From a dataset of Reaction yield outcomes from USPTO patents with 853,638 reactions. Predict the reaction yield, written as a fraction of the theoretical maximum amount of product (1.0 means a 100% yield; for example, 0.34 means a 34% yield). (1) The reactants are [H-].[Na+].[NH:3]1[CH:7]=[CH:6][CH:5]=[N:4]1.[Cl:8][C:9]1[CH:40]=[CH:39][CH:38]=[CH:37][C:10]=1[CH2:11][N:12]([CH3:36])[C:13]([C:15]1[N:16]=[N:17][N:18]([CH2:21][C:22]2[CH:27]=[C:26]([C:28]([F:31])([F:30])[F:29])[CH:25]=[C:24]([C:32]([F:35])([F:34])[F:33])[CH:23]=2)[C:19]=1Cl)=[O:14].O. The catalyst is C1COCC1. The product is [Cl:8][C:9]1[CH:40]=[CH:39][CH:38]=[CH:37][C:10]=1[CH2:11][N:12]([CH3:36])[C:13]([C:15]1[N:16]=[N:17][N:18]([CH2:21][C:22]2[CH:27]=[C:26]([C:28]([F:31])([F:29])[F:30])[CH:25]=[C:24]([C:32]([F:35])([F:33])[F:34])[CH:23]=2)[C:19]=1[N:3]1[CH:7]=[CH:6][CH:5]=[N:4]1)=[O:14]. The yield is 0.600. (2) The reactants are [N:1]1[CH:6]=[CH:5][CH:4]=[C:3]([CH2:7][CH:8]2[C:13](=O)[CH:12]3[CH2:15][CH2:16][N:9]2[CH2:10][CH2:11]3)[CH:2]=1.CN.[C:19]([BH3-])#[N:20].[Na+].[OH-].[K+]. The catalyst is [Cl-].[Zn+2].[Cl-].CO. The product is [NH2:20][CH2:19][CH:13]1[CH:12]2[CH2:15][CH2:16][N:9]([CH2:10][CH2:11]2)[CH:8]1[CH2:7][C:3]1[CH:2]=[N:1][CH:6]=[CH:5][CH:4]=1. The yield is 0.830. (3) The reactants are F[C:2]1[C:7]([C:8]2[N:13]=[C:12]([CH3:14])[N:11]=[C:10]([N:15](CC3C=CC(OC)=CC=3)CC3C=CC(OC)=CC=3)[N:9]=2)=[CH:6][C:5]([CH:34]([N:36]2[CH2:41][CH2:40][O:39][CH2:38][CH2:37]2)[CH3:35])=[CH:4][N:3]=1.[S:42]1[C:46]2[CH:47]=[CH:48][C:49]([NH2:51])=[CH:50][C:45]=2[N:44]=[CH:43]1.C[Si]([N-][Si](C)(C)C)(C)C.[Na+].FC(F)(F)C(O)=O.FC(F)(F)S(O)(=O)=O. The catalyst is C1COCC1. The product is [NH2:15][C:10]1[N:11]=[C:12]([CH3:14])[N:13]=[C:8]([C:7]2[C:2]([NH:51][C:49]3[CH:48]=[CH:47][C:46]4[S:42][CH:43]=[N:44][C:45]=4[CH:50]=3)=[N:3][CH:4]=[C:5]([CH:34]([N:36]3[CH2:37][CH2:38][O:39][CH2:40][CH2:41]3)[CH3:35])[CH:6]=2)[N:9]=1. The yield is 0.0623. (4) The reactants are [C:1]1([N:7]2[C:19]3[CH:18]=[CH:17][CH:16]=[CH:15][C:14]=3[C:13]3[C:8]2=[CH:9][CH:10]=[CH:11][CH:12]=3)[CH:6]=[CH:5][CH:4]=[CH:3][CH:2]=1.[Br:20]N1C(=O)CCC1=O. The catalyst is C(O)(=O)C. The product is [Br:20][C:16]1[CH:17]=[CH:18][C:19]2[N:7]([C:1]3[CH:2]=[CH:3][CH:4]=[CH:5][CH:6]=3)[C:8]3[C:13]([C:14]=2[CH:15]=1)=[CH:12][CH:11]=[CH:10][CH:9]=3. The yield is 0.880.